This data is from Full USPTO retrosynthesis dataset with 1.9M reactions from patents (1976-2016). The task is: Predict the reactants needed to synthesize the given product. (1) Given the product [F:1][C:2]1[CH:3]=[CH:4][C:5]([CH:6]=[CH:7][C:8]([NH:33][C@H:31]([C:27]2[CH:28]=[CH:29][CH:30]=[C:25]([N:22]3[CH2:21][CH2:20][N:19]([C:14]4[CH:15]=[CH:16][CH:17]=[CH:18][N:13]=4)[CH2:24][CH2:23]3)[CH:26]=2)[CH3:32])=[O:10])=[CH:11][CH:12]=1, predict the reactants needed to synthesize it. The reactants are: [F:1][C:2]1[CH:12]=[CH:11][C:5]([CH:6]=[CH:7][C:8]([OH:10])=O)=[CH:4][CH:3]=1.[N:13]1[CH:18]=[CH:17][CH:16]=[CH:15][C:14]=1[N:19]1[CH2:24][CH2:23][N:22]([C:25]2[CH:26]=[C:27]([C@@H:31]([NH2:33])[CH3:32])[CH:28]=[CH:29][CH:30]=2)[CH2:21][CH2:20]1.C(Cl)CCl.C(N(CC)CC)C. (2) Given the product [F:1][C:2]1[CH:7]=[C:6]([I:8])[CH:5]=[CH:4][C:3]=1[NH:9][C:21]1[CH:29]=[N:28][CH:27]=[CH:26][C:22]=1[C:23]([OH:25])=[O:24], predict the reactants needed to synthesize it. The reactants are: [F:1][C:2]1[CH:7]=[C:6]([I:8])[CH:5]=[CH:4][C:3]=1[NH2:9].C[Si]([N-][Si](C)(C)C)(C)C.[Li+].F[C:21]1[CH:29]=[N:28][CH:27]=[CH:26][C:22]=1[C:23]([OH:25])=[O:24].[OH-].[Na+].